Dataset: Retrosynthesis with 50K atom-mapped reactions and 10 reaction types from USPTO. Task: Predict the reactants needed to synthesize the given product. (1) Given the product NC(CN1CCCC1)c1ccc(OC(F)(F)F)cc1, predict the reactants needed to synthesize it. The reactants are: CC(C)(C)OC(=O)NC(CN1CCCC1)c1ccc(OC(F)(F)F)cc1. (2) Given the product Nc1ccc(N2CCCCC2)cc1, predict the reactants needed to synthesize it. The reactants are: O=[N+]([O-])c1ccc(N2CCCCC2)cc1. (3) Given the product CN1CCN(c2ncc(Br)s2)CC1, predict the reactants needed to synthesize it. The reactants are: Brc1cnc(Br)s1.CN1CCNCC1. (4) Given the product CC(C)(C)[Si](C)(C)O[C@H]1CC=C(CO)[C@@H]1COCc1ccccc1, predict the reactants needed to synthesize it. The reactants are: COC(=O)C1=CC[C@H](O[Si](C)(C)C(C)(C)C)[C@H]1COCc1ccccc1. (5) Given the product O=C(Nc1cc([N+](=O)[O-])ccc1F)C1CC1, predict the reactants needed to synthesize it. The reactants are: Nc1cc([N+](=O)[O-])ccc1F.O=C(Cl)C1CC1. (6) Given the product CC(C)(C)OC(=O)CNC(=O)c1cc(C(F)(F)F)ccc1F, predict the reactants needed to synthesize it. The reactants are: CC(C)(C)OC(=O)CN.O=C(O)c1cc(C(F)(F)F)ccc1F. (7) Given the product COc1ccncc1-c1cnc2c(c1)CCCN2, predict the reactants needed to synthesize it. The reactants are: COc1ccncc1-c1cnc2c(c1)CCCN2C(=O)OC(C)(C)C. (8) The reactants are: CCc1cnc(C2=NC(C)(C(C)C)C(=O)N2)c(C(=O)NCCCCCC(=O)OC)c1. Given the product CCc1cnc(C2=NC(C)(C(C)C)C(=O)N2)c(C(=O)NCCCCCC(=O)O)c1, predict the reactants needed to synthesize it.